This data is from Full USPTO retrosynthesis dataset with 1.9M reactions from patents (1976-2016). The task is: Predict the reactants needed to synthesize the given product. (1) Given the product [CH3:23][N:24]([CH3:25])[C:17](=[O:19])[CH2:16][N:7]1[C:8]2[CH:13]=[C:12]([CH3:14])[CH:11]=[C:10]([CH3:15])[C:9]=2[N:5]([CH2:4][C:3]([O:2][CH3:1])=[O:21])[C:6]1=[O:20], predict the reactants needed to synthesize it. The reactants are: [CH3:1][O:2][C:3](=[O:21])[CH2:4][N:5]1[C:9]2[C:10]([CH3:15])=[CH:11][C:12]([CH3:14])=[CH:13][C:8]=2[N:7]([CH2:16][C:17]([OH:19])=O)[C:6]1=[O:20].Cl.[CH3:23][NH:24][CH3:25].C(Cl)CCl.C1C=CC2N(O)N=NC=2C=1.C(N(CC)C(C)C)(C)C. (2) Given the product [F:22][C:21]1[C:9]([CH:1]([OH:8])[C:2]2[CH:7]=[CH:6][CH:5]=[CH:4][CH:3]=2)=[C:10]([CH:18]=[CH:19][CH:20]=1)[CH2:11][N:13]([CH3:14])[CH2:15][CH2:16][OH:17], predict the reactants needed to synthesize it. The reactants are: [C:1]([C:9]1[C:21]([F:22])=[CH:20][CH:19]=[CH:18][C:10]=1[C:11]([N:13]([CH2:15][CH2:16][OH:17])[CH3:14])=O)(=[O:8])[C:2]1[CH:7]=[CH:6][CH:5]=[CH:4][CH:3]=1.B.CSC. (3) The reactants are: [O:1]=[C:2]1[C:7]2[NH:8][C:9]3[CH:10]=[CH:11][CH:12]=[CH:13][C:14]=3[C:6]=2[N:5]=[C:4]([S:15][CH2:16][C:17](O)=[O:18])[N:3]1[C:20]1[CH:25]=[CH:24][CH:23]=[CH:22][CH:21]=1.[CH2:26]([NH2:30])[CH:27]([CH3:29])[CH3:28].C(N(CC)CC)C.CN(C(ON1N=NC2C=CC=NC1=2)=[N+](C)C)C.F[P-](F)(F)(F)(F)F. Given the product [CH2:26]([NH:30][C:17](=[O:18])[CH2:16][S:15][C:4]1[N:3]([C:20]2[CH:25]=[CH:24][CH:23]=[CH:22][CH:21]=2)[C:2](=[O:1])[C:7]2[NH:8][C:9]3[CH:10]=[CH:11][CH:12]=[CH:13][C:14]=3[C:6]=2[N:5]=1)[CH:27]([CH3:29])[CH3:28], predict the reactants needed to synthesize it. (4) The reactants are: C([Si](C)(C)[O:6][C:7]1[CH:12]=[CH:11][C:10]([C:13]2[CH:17]=[C:16]([C:18]([NH2:20])=[O:19])[O:15][N:14]=2)=[CH:9][CH:8]=1)(C)(C)C.C([O-])([O-])=O.[K+].[K+].C1OCCOCCOCCOCCOCCOC1.[F-].[K+].[Cl:49][C:50]1[CH:51]=[C:52]([CH:55]=[CH:56][CH:57]=1)[CH2:53]Cl. Given the product [Cl:49][C:50]1[CH:51]=[C:52]([CH:55]=[CH:56][CH:57]=1)[CH2:53][O:6][C:7]1[CH:8]=[CH:9][C:10]([C:13]2[CH:17]=[C:16]([C:18]([NH2:20])=[O:19])[O:15][N:14]=2)=[CH:11][CH:12]=1, predict the reactants needed to synthesize it. (5) The reactants are: [Cl:1][C:2]1[CH:3]=[C:4]([CH3:11])[C:5]([OH:10])=[C:6]([CH:9]=1)[CH:7]=O.C1(P([CH2:31][C:32]([O:34][C:35]([CH3:38])([CH3:37])[CH3:36])=[O:33])(C2C=CC=CC=2)C2C=CC=CC=2)C=CC=CC=1.C1CCN2C(=NCCC2)CC1. Given the product [Cl:1][C:2]1[CH:3]=[C:4]([CH3:11])[C:5]([OH:10])=[C:6](/[CH:7]=[CH:31]/[C:32]([O:34][C:35]([CH3:38])([CH3:37])[CH3:36])=[O:33])[CH:9]=1, predict the reactants needed to synthesize it. (6) Given the product [C:1]([O:5][C:6](=[O:28])[NH:7][C:8]1[CH:13]=[CH:12][CH:11]=[CH:10][C:9]=1[NH:14][C:15]1[N:20]=[C:19]([N:21]2[CH2:26][CH2:25][N:24]([C:30](=[O:31])[NH:29][C:32]3[CH:37]=[CH:36][CH:35]=[C:34]([C:38]([F:39])([F:41])[F:40])[CH:33]=3)[CH2:23][CH2:22]2)[C:18]([Cl:27])=[CH:17][N:16]=1)([CH3:4])([CH3:2])[CH3:3], predict the reactants needed to synthesize it. The reactants are: [C:1]([O:5][C:6](=[O:28])[NH:7][C:8]1[CH:13]=[CH:12][CH:11]=[CH:10][C:9]=1[NH:14][C:15]1[N:20]=[C:19]([N:21]2[CH2:26][CH2:25][NH:24][CH2:23][CH2:22]2)[C:18]([Cl:27])=[CH:17][N:16]=1)([CH3:4])([CH3:3])[CH3:2].[N:29]([C:32]1[CH:37]=[CH:36][CH:35]=[C:34]([C:38]([F:41])([F:40])[F:39])[CH:33]=1)=[C:30]=[O:31].C(N(CC)CC)C.